This data is from Retrosynthesis with 50K atom-mapped reactions and 10 reaction types from USPTO. The task is: Predict the reactants needed to synthesize the given product. (1) Given the product CCOC(=O)c1cc2cc(C(=O)N3CCCC(N(C)C)C3)ccc2[nH]1, predict the reactants needed to synthesize it. The reactants are: CCOC(=O)c1cc2cc(C(=O)O)ccc2[nH]1.CN(C)C1CCCNC1. (2) Given the product CN1C(=O)N(Cc2ccc(Cl)c(Cl)c2)CC1CCOc1ccc(CC(C)(Oc2ccccc2)C(=O)O)cc1, predict the reactants needed to synthesize it. The reactants are: CCOC(=O)C(C)(Cc1ccc(OCCC2CN(Cc3ccc(Cl)c(Cl)c3)C(=O)N2C)cc1)Oc1ccccc1.